From a dataset of Reaction yield outcomes from USPTO patents with 853,638 reactions. Predict the reaction yield, written as a fraction of the theoretical maximum amount of product (1.0 means a 100% yield; for example, 0.34 means a 34% yield). The reactants are [C:1]1([C:7]2([C:12]3[CH:17]=[CH:16][C:15]([CH2:18][OH:19])=[CH:14][CH:13]=3)OCC[O:8]2)[CH:6]=[CH:5][CH:4]=[CH:3][CH:2]=1. The catalyst is CC(O)=O.C1COCC1.CCOCC. The product is [C:7]([C:12]1[CH:13]=[CH:14][C:15]([CH2:18][OH:19])=[CH:16][CH:17]=1)(=[O:8])[C:1]1[CH:2]=[CH:3][CH:4]=[CH:5][CH:6]=1. The yield is 0.920.